Dataset: Reaction yield outcomes from USPTO patents with 853,638 reactions. Task: Predict the reaction yield, written as a fraction of the theoretical maximum amount of product (1.0 means a 100% yield; for example, 0.34 means a 34% yield). (1) The reactants are C([O:3][C:4](=[O:32])[CH:5](C(OCC)=O)[CH:6]([C:18]1[CH:23]=[CH:22][C:21]([N+:24]([O-:26])=[O:25])=[CH:20][CH:19]=1)[CH:7](C(OCC)=O)[C:8]([O:10]CC)=[O:9])C. The catalyst is Cl. The product is [N+:24]([C:21]1[CH:22]=[CH:23][C:18]([CH:6]([CH2:7][C:8]([OH:10])=[O:9])[CH2:5][C:4]([OH:32])=[O:3])=[CH:19][CH:20]=1)([O-:26])=[O:25]. The yield is 0.880. (2) The reactants are C[O:2][CH:3]=[CH:4][C@@H:5]1[CH2:14][C:13]2[C:8](=[CH:9][CH:10]=[CH:11][CH:12]=2)[C:7]2(OCC[O:15]2)[CH2:6]1.Cl. The catalyst is O1CCCC1. The product is [O:15]=[C:7]1[C:8]2[C:13](=[CH:12][CH:11]=[CH:10][CH:9]=2)[CH2:14][C@@H:5]([CH2:4][CH:3]=[O:2])[CH2:6]1. The yield is 0.673. (3) The reactants are [Cl:1][C:2]1[CH:17]=[CH:16][C:5]([O:6][C:7]2[CH:8]=[C:9]([N+:13]([O-])=O)[CH:10]=[CH:11][CH:12]=2)=[CH:4][C:3]=1[CH2:18][CH3:19].O. The catalyst is C(O)(=O)C.[Zn]. The product is [Cl:1][C:2]1[CH:17]=[CH:16][C:5]([O:6][C:7]2[CH:8]=[C:9]([CH:10]=[CH:11][CH:12]=2)[NH2:13])=[CH:4][C:3]=1[CH2:18][CH3:19]. The yield is 1.00.